This data is from NCI-60 drug combinations with 297,098 pairs across 59 cell lines. The task is: Regression. Given two drug SMILES strings and cell line genomic features, predict the synergy score measuring deviation from expected non-interaction effect. (1) Cell line: PC-3. Drug 1: CC1C(C(CC(O1)OC2CC(CC3=C2C(=C4C(=C3O)C(=O)C5=C(C4=O)C(=CC=C5)OC)O)(C(=O)CO)O)N)O.Cl. Synergy scores: CSS=8.74, Synergy_ZIP=-2.21, Synergy_Bliss=0.923, Synergy_Loewe=-1.37, Synergy_HSA=-0.255. Drug 2: CCN(CC)CCCC(C)NC1=C2C=C(C=CC2=NC3=C1C=CC(=C3)Cl)OC. (2) Drug 1: CNC(=O)C1=CC=CC=C1SC2=CC3=C(C=C2)C(=NN3)C=CC4=CC=CC=N4. Drug 2: C1=NNC2=C1C(=O)NC=N2. Cell line: HL-60(TB). Synergy scores: CSS=15.6, Synergy_ZIP=-2.95, Synergy_Bliss=3.28, Synergy_Loewe=-9.13, Synergy_HSA=-1.81. (3) Drug 1: CS(=O)(=O)C1=CC(=C(C=C1)C(=O)NC2=CC(=C(C=C2)Cl)C3=CC=CC=N3)Cl. Drug 2: CCC(=C(C1=CC=CC=C1)C2=CC=C(C=C2)OCCN(C)C)C3=CC=CC=C3.C(C(=O)O)C(CC(=O)O)(C(=O)O)O. Cell line: NCI-H226. Synergy scores: CSS=4.95, Synergy_ZIP=-1.63, Synergy_Bliss=-1.27, Synergy_Loewe=-3.67, Synergy_HSA=-3.54. (4) Drug 1: CN(C)N=NC1=C(NC=N1)C(=O)N. Drug 2: CC1=C(N=C(N=C1N)C(CC(=O)N)NCC(C(=O)N)N)C(=O)NC(C(C2=CN=CN2)OC3C(C(C(C(O3)CO)O)O)OC4C(C(C(C(O4)CO)O)OC(=O)N)O)C(=O)NC(C)C(C(C)C(=O)NC(C(C)O)C(=O)NCCC5=NC(=CS5)C6=NC(=CS6)C(=O)NCCC[S+](C)C)O. Cell line: SK-OV-3. Synergy scores: CSS=2.24, Synergy_ZIP=-2.24, Synergy_Bliss=-2.62, Synergy_Loewe=-3.85, Synergy_HSA=-2.45. (5) Drug 1: CCC1=CC2CC(C3=C(CN(C2)C1)C4=CC=CC=C4N3)(C5=C(C=C6C(=C5)C78CCN9C7C(C=CC9)(C(C(C8N6C)(C(=O)OC)O)OC(=O)C)CC)OC)C(=O)OC.C(C(C(=O)O)O)(C(=O)O)O. Drug 2: CC=C1C(=O)NC(C(=O)OC2CC(=O)NC(C(=O)NC(CSSCCC=C2)C(=O)N1)C(C)C)C(C)C. Cell line: SN12C. Synergy scores: CSS=67.5, Synergy_ZIP=3.64, Synergy_Bliss=2.18, Synergy_Loewe=1.37, Synergy_HSA=2.51.